From a dataset of Forward reaction prediction with 1.9M reactions from USPTO patents (1976-2016). Predict the product of the given reaction. (1) Given the reactants [CH2:1]([O:3][C:4]([C:6]1[S:10][C:9]2[CH:11]=[C:12]([OH:15])[CH:13]=[CH:14][C:8]=2[CH:7]=1)=[O:5])[CH3:2].[C:16]([O:20][C:21]([N:23]1[CH2:28][CH2:27][CH:26](O)[CH2:25][CH2:24]1)=[O:22])([CH3:19])([CH3:18])[CH3:17].C1(P(C2C=CC=CC=2)C2C=CC=CC=2)C=CC=CC=1.CC(OC(/N=N/C(OC(C)C)=O)=O)C, predict the reaction product. The product is: [C:16]([O:20][C:21]([N:23]1[CH2:28][CH2:27][CH:26]([O:15][C:12]2[CH:13]=[CH:14][C:8]3[CH:7]=[C:6]([C:4]([O:3][CH2:1][CH3:2])=[O:5])[S:10][C:9]=3[CH:11]=2)[CH2:25][CH2:24]1)=[O:22])([CH3:19])([CH3:17])[CH3:18]. (2) Given the reactants [C:1]([CH2:3][C@@H:4]1[CH2:9][C@H:8]([N:10]([CH:12]([CH3:14])[CH3:13])[CH3:11])[CH2:7][CH2:6][C@@H:5]1[NH:15]C(=O)[O-])#[N:2].[BrH:19], predict the reaction product. The product is: [NH2:15][C@H:5]1[CH2:6][CH2:7][C@@H:8]([N:10]([CH:12]([CH3:14])[CH3:13])[CH3:11])[CH2:9][C@H:4]1[CH2:3][C:1]#[N:2].[BrH:19]. (3) Given the reactants [C:1]1([C:11]2[NH:16][C:15](=[O:17])[C:14]([CH:18]([NH:21][C:22]([CH:24]3[CH2:28][CH2:27][CH2:26][CH2:25]3)=O)[CH2:19][CH3:20])=[N:13][N:12]=2)[C:10]2[C:5](=[CH:6][CH:7]=[CH:8][CH:9]=2)[CH:4]=[CH:3][N:2]=1.P(Cl)(Cl)(Cl)=O, predict the reaction product. The product is: [CH:24]1([C:22]2[N:13]3[C:14]([C:15](=[O:17])[NH:16][C:11]([C:1]4[C:10]5[C:5](=[CH:6][CH:7]=[CH:8][CH:9]=5)[CH:4]=[CH:3][N:2]=4)=[N:12]3)=[C:18]([CH2:19][CH3:20])[N:21]=2)[CH2:28][CH2:27][CH2:26][CH2:25]1. (4) Given the reactants [CH:1]1([N:6]2[C:15]3[N:14]=[C:13]([NH:16][C:17]4[CH:18]=[CH:19][C:20]([C:26]([OH:28])=O)=[C:21]5[C:25]=4[O:24][CH2:23][CH2:22]5)[N:12]=[CH:11][C:10]=3[N:9]([CH3:29])[C:8](=[O:30])[C@H:7]2[CH2:31][CH3:32])[CH2:5][CH2:4][CH2:3][CH2:2]1.F[B-](F)(F)F.[N:38]1(OC(N(C)C)=[N+](C)C)C2C=CC=CC=2N=N1.C(N(C(C)C)CC)(C)C.[CH3:64][N:65]1[CH2:70][CH2:69][CH:68](N)[CH2:67][CH2:66]1.[Cl-].[Na+], predict the reaction product. The product is: [CH:1]1([N:6]2[C:15]3[N:14]=[C:13]([NH:16][C:17]4[CH:18]=[CH:19][C:20]([C:26]([NH:38][CH:66]5[CH2:67][CH2:68][CH2:69][CH2:70][N:65]5[CH3:64])=[O:28])=[C:21]5[C:25]=4[O:24][CH2:23][CH2:22]5)[N:12]=[CH:11][C:10]=3[N:9]([CH3:29])[C:8](=[O:30])[C@H:7]2[CH2:31][CH3:32])[CH2:2][CH2:3][CH2:4][CH2:5]1.